From a dataset of Full USPTO retrosynthesis dataset with 1.9M reactions from patents (1976-2016). Predict the reactants needed to synthesize the given product. (1) The reactants are: [F:1][C:2]1[CH:18]=[CH:17][C:16]([F:19])=[CH:15][C:3]=1[CH2:4][CH:5]1[CH2:10][CH:9]([C:11]([O:13][CH3:14])=[O:12])[CH2:8][CH2:7][NH:6]1.CCN(C(C)C)C(C)C.[C:29](Cl)(=[O:32])[O:30][CH3:31]. Given the product [F:1][C:2]1[CH:18]=[CH:17][C:16]([F:19])=[CH:15][C:3]=1[CH2:4][CH:5]1[CH2:10][CH:9]([C:11]([O:13][CH3:14])=[O:12])[CH2:8][CH2:7][N:6]1[C:29]([O:30][CH3:31])=[O:32], predict the reactants needed to synthesize it. (2) Given the product [O:31]=[C:27]1[CH2:26][C:25]2[C:29](=[CH:30][C:22]([C:20]([C:19]3[CH:18]=[C:17]([NH:16][C:9]([C:7]4[S:8][C:4]([C:1](=[O:3])[CH3:2])=[CH:5][CH:6]=4)=[O:11])[CH:34]=[CH:33][CH:32]=3)=[O:21])=[CH:23][CH:24]=2)[NH:28]1, predict the reactants needed to synthesize it. The reactants are: [C:1]([C:4]1[S:8][C:7]([C:9]([OH:11])=O)=[CH:6][CH:5]=1)(=[O:3])[CH3:2].S(Cl)(Cl)=O.[NH2:16][C:17]1[CH:18]=[C:19]([CH:32]=[CH:33][CH:34]=1)[C:20]([C:22]1[CH:30]=[C:29]2[C:25]([CH2:26][C:27](=[O:31])[NH:28]2)=[CH:24][CH:23]=1)=[O:21]. (3) Given the product [NH2:21][C:19]1[C:18]([C:24]2[CH:25]=[C:26]([CH:32]=[CH:33][CH:34]=2)[C:27]([O:29][CH2:30][CH3:31])=[O:28])=[CH:17][C:11]2[C:12]([C:13](=[O:16])[NH:14][CH3:15])=[C:8]([C:5]3[CH:4]=[CH:3][C:2]([F:1])=[CH:7][CH:6]=3)[O:9][C:10]=2[CH:20]=1, predict the reactants needed to synthesize it. The reactants are: [F:1][C:2]1[CH:7]=[CH:6][C:5]([C:8]2[O:9][C:10]3[CH:20]=[C:19]([N+:21]([O-])=O)[C:18]([C:24]4[CH:25]=[C:26]([CH:32]=[CH:33][CH:34]=4)[C:27]([O:29][CH2:30][CH3:31])=[O:28])=[CH:17][C:11]=3[C:12]=2[C:13](=[O:16])[NH:14][CH3:15])=[CH:4][CH:3]=1. (4) Given the product [N:6]1[CH:7]=[CH:8][C:3]([C:11]2[CH:12]=[CH:13][S:9][CH:10]=2)=[CH:4][CH:5]=1, predict the reactants needed to synthesize it. The reactants are: Cl.Br[C:3]1[CH:8]=[CH:7][N:6]=[CH:5][CH:4]=1.[S:9]1[CH:13]=[CH:12][CH:11]=[C:10]1B(O)O. (5) Given the product [C:7]([O:13][C@@H:4]1[C@@H:5]([O:12][C:6](=[O:11])[CH3:5])[C@@H:6]([O:11][C:4](=[O:13])[CH3:3])[C@@H:7]([CH2:9][O:10][C:18](=[O:20])[CH3:19])[O:8][C@H:3]1[S:2][CH3:1])(=[O:8])[CH3:9], predict the reactants needed to synthesize it. The reactants are: [CH3:1][S:2][C@@H:3]1[O:8][C@H:7]([CH2:9][OH:10])[C@H:6]([OH:11])[C@H:5]([OH:12])[C@H:4]1[OH:13].C(O[C:18](=[O:20])[CH3:19])(=O)C.